Dataset: Full USPTO retrosynthesis dataset with 1.9M reactions from patents (1976-2016). Task: Predict the reactants needed to synthesize the given product. (1) Given the product [F:14][C:4]1[CH:3]=[C:2]([C:15](=[O:17])[CH3:16])[CH:7]=[C:6]([O:8][CH2:9][CH2:10][CH2:11][O:12][CH3:13])[CH:5]=1, predict the reactants needed to synthesize it. The reactants are: Br[C:2]1[CH:7]=[C:6]([O:8][CH2:9][CH2:10][CH2:11][O:12][CH3:13])[CH:5]=[C:4]([F:14])[CH:3]=1.[CH:15]([O:17]CCO)=[CH2:16].C(=O)([O-])[O-].[K+].[K+].Cl. (2) Given the product [Cl:23][C:24]1[CH:29]=[CH:28][C:27]([CH:30]([C:33]2[CH:34]=[CH:35][C:36]([Cl:39])=[CH:37][CH:38]=2)[CH:31]=[O:32])=[CH:26][CH:25]=1, predict the reactants needed to synthesize it. The reactants are: CC(OI1(OC(C)=O)(OC(C)=O)OC(=O)C2C=CC=CC1=2)=O.[Cl:23][C:24]1[CH:29]=[CH:28][C:27]([CH:30]([C:33]2[CH:38]=[CH:37][C:36]([Cl:39])=[CH:35][CH:34]=2)[CH2:31][OH:32])=[CH:26][CH:25]=1.[OH-].[Na+]. (3) Given the product [Cl:22][C:20]1[CH:19]=[CH:18][C:16]2[NH:17][C:13]([C:8]3([NH2:7])[CH2:12][CH2:11][O:10][CH2:9]3)=[N:14][C:15]=2[CH:21]=1, predict the reactants needed to synthesize it. The reactants are: C(OC(=O)[NH:7][C:8]1([C:13]2[NH:17][C:16]3[CH:18]=[CH:19][C:20]([Cl:22])=[CH:21][C:15]=3[N:14]=2)[CH2:12][CH2:11][O:10][CH2:9]1)(C)(C)C.C(O)(C(F)(F)F)=O. (4) The reactants are: [CH2:1]([N:3]([CH2:30][CH3:31])[C:4](=[O:29])[CH:5]([N:12]1[CH2:17][CH2:16][N:15]([C:18]2[CH:23]=[CH:22][C:21]([C:24]([NH:26][NH2:27])=[O:25])=[CH:20][C:19]=2[F:28])[CH2:14][CH2:13]1)[C:6]1[CH:11]=[CH:10][CH:9]=[CH:8][CH:7]=1)[CH3:2].[C:32](Cl)(=O)[CH:33]([CH3:35])[CH3:34]. Given the product [CH2:30]([N:3]([CH2:1][CH3:2])[C:4](=[O:29])[CH:5]([N:12]1[CH2:13][CH2:14][N:15]([C:18]2[CH:23]=[CH:22][C:21]([C:24]3[O:25][C:32]([CH:33]([CH3:35])[CH3:34])=[N:27][N:26]=3)=[CH:20][C:19]=2[F:28])[CH2:16][CH2:17]1)[C:6]1[CH:11]=[CH:10][CH:9]=[CH:8][CH:7]=1)[CH3:31], predict the reactants needed to synthesize it. (5) Given the product [C:26]([OH:29])(=[O:28])[CH3:27].[Cl:13][C:14]1[CH:19]=[CH:18][CH:17]=[CH:16][C:15]=1[C:20]1[CH:21]=[C:22]([NH:25][CH:11]=[NH:12])[NH:23][N:24]=1, predict the reactants needed to synthesize it. The reactants are: C([O-])([O-])=O.[Na+].[Na+].Cl.C(O[CH:11]=[NH:12])C.[Cl:13][C:14]1[CH:19]=[CH:18][CH:17]=[CH:16][C:15]=1[C:20]1[CH:21]=[C:22]([NH2:25])[NH:23][N:24]=1.[C:26]([OH:29])(=[O:28])[CH3:27]. (6) Given the product [Br:1][C:2]1[CH:3]=[CH:4][C:5]2[O:19][CH2:18][C:8]3([C:16]4[C:11](=[CH:12][CH:13]=[CH:14][CH:15]=4)[NH:10][C:9]3=[O:17])[C:6]=2[CH:7]=1, predict the reactants needed to synthesize it. The reactants are: [Br:1][C:2]1[CH:3]=[CH:4][C:5](O)=[C:6]([C:8]2([CH2:18][OH:19])[C:16]3[C:11](=[CH:12][CH:13]=[CH:14][CH:15]=3)[NH:10][C:9]2=[O:17])[CH:7]=1.C1(CCN2C3C(=CC=CC=3)C(C3C(O)=CC4OCOC=4C=3)(CO)C2=O)CC1. (7) Given the product [CH3:31][N:20]1[CH:19]=[C:18]([NH:17][C:15]([C:13]2[N:12]([CH3:32])[CH:11]=[C:10]([NH:9][C:7]([C:6]3[N:2]([CH3:1])[CH:3]=[C:4]([NH:33][CH:34]=[O:35])[CH:5]=3)=[O:8])[CH:14]=2)=[O:16])[CH:22]=[C:21]1[C:23]([NH:25][CH2:26][CH2:27][C:28]#[N:29])=[O:24], predict the reactants needed to synthesize it. The reactants are: [CH3:1][N:2]1[C:6]([C:7]([NH:9][C:10]2[CH:14]=[C:13]([C:15]([NH:17][C:18]3[CH:22]=[C:21]([C:23]([NH:25][CH2:26][CH2:27][C:28](N)=[NH:29])=[O:24])[N:20]([CH3:31])[CH:19]=3)=[O:16])[N:12]([CH3:32])[CH:11]=2)=[O:8])=[CH:5][C:4]([NH:33][CH:34]=[O:35])=[CH:3]1.C1(=O)OC(=O)CC1.C([O-])([O-])=O.[K+].[K+].